This data is from Reaction yield outcomes from USPTO patents with 853,638 reactions. The task is: Predict the reaction yield, written as a fraction of the theoretical maximum amount of product (1.0 means a 100% yield; for example, 0.34 means a 34% yield). (1) The reactants are [Br:1][C:2]1[CH:7]=[CH:6][C:5]([CH2:8]Br)=[C:4]([F:10])[CH:3]=1.[C-]#[N:12].[Na+].[CH2:14]([OH:16])C. The catalyst is O. The product is [Br:1][C:2]1[CH:7]=[CH:6][C:5]([CH2:8][C:14]([NH2:12])=[O:16])=[C:4]([F:10])[CH:3]=1. The yield is 0.520. (2) The reactants are [CH2:1]([C@@H:8]1[CH2:19][N:18]2[C:10]([C:11]3[NH:12][C:13]([CH:21]4[CH2:25][CH2:24][CH2:23][CH2:22]4)=[N:14][C:15]=3[N:16]=[C:17]2Cl)=[N:9]1)[C:2]1[CH:7]=[CH:6][CH:5]=[CH:4][CH:3]=1.[CH2:26]([Mg]Br)[CH3:27].O.C(OCC)(=O)C. The catalyst is O1CCCC1. The product is [CH2:1]([C@@H:8]1[CH2:19][N:18]2[C:10]([C:11]3[NH:12][C:13]([CH:21]4[CH2:25][CH2:24][CH2:23][CH2:22]4)=[N:14][C:15]=3[N:16]=[C:17]2[CH2:26][CH3:27])=[N:9]1)[C:2]1[CH:7]=[CH:6][CH:5]=[CH:4][CH:3]=1. The yield is 0.580. (3) The reactants are [CH:1]1([CH:4]([C:6]2[C:11]3[N:12]4[CH2:18][CH2:17][CH2:16][N:15]([C:19]5[CH:24]=[CH:23][C:22]([Cl:25])=[CH:21][C:20]=5[Cl:26])[C:13]4=[N:14][C:10]=3[CH:9]=[CH:8][CH:7]=2)[OH:5])[CH2:3][CH2:2]1. The yield is 0.300. The catalyst is ClCCl.C(=O)([O-])O.[Na+]. The product is [CH:1]1([C:4]([C:6]2[C:11]3[N:12]4[CH2:18][CH2:17][CH2:16][N:15]([C:19]5[CH:24]=[CH:23][C:22]([Cl:25])=[CH:21][C:20]=5[Cl:26])[C:13]4=[N:14][C:10]=3[CH:9]=[CH:8][CH:7]=2)=[O:5])[CH2:3][CH2:2]1. (4) The product is [CH:15]([NH:18][CH2:11][C:10]1[CH:13]=[CH:14][C:7]([C:5]#[N:6])=[CH:8][CH:9]=1)([CH3:17])[CH3:16]. The yield is 0.380. The reactants are C([BH3-])#N.[Na+].[C:5]([C:7]1[CH:14]=[CH:13][C:10]([CH:11]=O)=[CH:9][CH:8]=1)#[N:6].[CH:15]([NH2:18])([CH3:17])[CH3:16].C(O)(=O)C. The catalyst is CO. (5) The reactants are ClC(OCC(C)C)=O.[C:9]([O:13][C:14]([NH:16][C@H:17]1[CH2:23][CH2:22][S:21][C@H:20]2[CH2:24][CH2:25][CH2:26][C@@H:27]([C:28]([OH:30])=O)[N:19]2[C:18]1=[O:31])=[O:15])([CH3:12])([CH3:11])[CH3:10].C[N:33]1CCOCC1.[NH4+].[OH-]. The catalyst is C(Cl)Cl. The product is [C:28]([C@H:27]1[N:19]2[C@@H:20]([S:21][CH2:22][CH2:23][C@H:17]([NH:16][C:14](=[O:15])[O:13][C:9]([CH3:11])([CH3:10])[CH3:12])[C:18]2=[O:31])[CH2:24][CH2:25][CH2:26]1)(=[O:30])[NH2:33]. The yield is 0.900.